Dataset: Full USPTO retrosynthesis dataset with 1.9M reactions from patents (1976-2016). Task: Predict the reactants needed to synthesize the given product. (1) Given the product [C:17]([S:21]/[N:13]=[N:1]/[C:2]1[CH:3]=[C:4]([CH:8]=[CH:9][C:10]=1[CH3:11])[C:5]([OH:7])=[O:6])([CH3:20])([CH3:19])[CH3:18], predict the reactants needed to synthesize it. The reactants are: [NH2:1][C:2]1[CH:3]=[C:4]([CH:8]=[CH:9][C:10]=1[CH3:11])[C:5]([OH:7])=[O:6].Cl.[N:13]([O-])=O.[Na+].[C:17]([SH:21])([CH3:20])([CH3:19])[CH3:18]. (2) Given the product [CH3:6][O:5][C:3](=[O:4])[CH2:2][S:14]([C:11]1[CH:12]=[CH:13][C:8]([Cl:7])=[CH:9][CH:10]=1)(=[O:16])=[O:15], predict the reactants needed to synthesize it. The reactants are: Br[CH2:2][C:3]([O:5][CH3:6])=[O:4].[Cl:7][C:8]1[CH:13]=[CH:12][C:11]([S:14]([O-:16])=[O:15])=[CH:10][CH:9]=1.[Na+]. (3) Given the product [CH3:1][O:2][C:3]1[CH:4]=[CH:5][C:6]([CH2:10][CH2:11][C:12]2[CH:13]=[CH:14][C:15]([O:18][CH3:19])=[CH:16][CH:17]=2)=[C:7]([CH:8]=1)[O:9][C:34]1[CH:33]=[CH:32][C:31]([OH:30])=[CH:45][CH:35]=1, predict the reactants needed to synthesize it. The reactants are: [CH3:1][O:2][C:3]1[CH:4]=[CH:5][C:6]([CH2:10][CH2:11][C:12]2[CH:17]=[CH:16][C:15]([O:18][CH3:19])=[CH:14][CH:13]=2)=[C:7]([OH:9])[CH:8]=1.FC1C=CC(C=O)=CC=1.C[O:30][C:31]1[CH:32]=[CH:33][C:34](CC[C:34]2[CH:35]=[CH:45][C:31]([O:30]C)=[CH:32][CH:33]=2)=[C:35]([CH:45]=1)[O:30][C:31]1[CH:45]=[CH:35][C:34](C=O)=[CH:33][CH:32]=1. (4) Given the product [Si:1]([O:8][CH2:9][CH2:10][N:11]([CH3:24])[C:12]([C:14]1[N:15]=[C:16]([N:19]2[CH2:22][CH:21]([O:23][S:26]([CH3:25])(=[O:28])=[O:27])[CH2:20]2)[S:17][CH:18]=1)=[O:13])([C:4]([CH3:7])([CH3:6])[CH3:5])([CH3:3])[CH3:2], predict the reactants needed to synthesize it. The reactants are: [Si:1]([O:8][CH2:9][CH2:10][N:11]([CH3:24])[C:12]([C:14]1[N:15]=[C:16]([N:19]2[CH2:22][CH:21]([OH:23])[CH2:20]2)[S:17][CH:18]=1)=[O:13])([C:4]([CH3:7])([CH3:6])[CH3:5])([CH3:3])[CH3:2].[CH3:25][S:26](Cl)(=[O:28])=[O:27].C(N(CC)CC)C. (5) Given the product [Cl:1][C:2]1[CH:3]=[C:4]2[NH:18][C:17]([O:21][C@H:22]3[C@H:26]4[O:27][CH2:28][C@@H:29]([OH:30])[C@H:25]4[O:24][CH2:23]3)=[CH:16][C:5]2=[N:6][C:7]=1[C:8]#[C:9][C:10]1[CH:11]=[CH:12][CH:13]=[CH:14][CH:15]=1, predict the reactants needed to synthesize it. The reactants are: [Cl:1][C:2]1[CH:3]=[C:4]2[N:18](CO)[C:17]([O:21][C@H:22]3[C@H:26]4[O:27][CH2:28][C@@H:29]([OH:30])[C@H:25]4[O:24][CH2:23]3)=[CH:16][C:5]2=[N:6][C:7]=1[C:8]#[C:9][C:10]1[CH:15]=[CH:14][CH:13]=[CH:12][CH:11]=1.C(N)CN. (6) Given the product [CH3:21][O:20][C:11]1[CH:12]=[CH:13][C:14]2[C:19](=[CH:18][CH:17]=[CH:16][CH:15]=2)[C:10]=1[CH:2]1[N:1]([CH2:31][C:30]2[CH:33]=[CH:34][CH:35]=[C:28]([C:23]3[N:22]=[CH:27][CH:26]=[CH:25][N:24]=3)[CH:29]=2)[C:6](=[O:8])[CH2:5][CH2:4][CH2:3]1, predict the reactants needed to synthesize it. The reactants are: [NH2:1][CH:2]([C:10]1[C:19]2[C:14](=[CH:15][CH:16]=[CH:17][CH:18]=2)[CH:13]=[CH:12][C:11]=1[O:20][CH3:21])[CH2:3][CH2:4][CH2:5][C:6]([O:8]C)=O.[N:22]1[CH:27]=[CH:26][CH:25]=[N:24][C:23]=1[C:28]1[CH:29]=[C:30]([CH:33]=[CH:34][CH:35]=1)[CH:31]=O. (7) Given the product [F:16][C:10]1[C:11]([F:15])=[CH:12][CH:13]=[C:14]2[C:9]=1[CH2:8][CH2:7][CH:6]2[CH2:5][CH2:4][OH:3], predict the reactants needed to synthesize it. The reactants are: C([O:3][C:4](=O)[CH2:5][CH:6]1[C:14]2[C:9](=[C:10]([F:16])[C:11]([F:15])=[CH:12][CH:13]=2)[CH2:8][CH2:7]1)C.[Li+].[BH4-]. (8) Given the product [CH3:27][N:28]([CH3:33])[CH2:29][C:30]([N:1]1[CH2:2][CH:3]([N:5]2[C:9]3[CH:10]=[C:11]([F:14])[CH:12]=[CH:13][C:8]=3[N:7]=[C:6]2[CH:15]([NH:17][C:18]2[N:26]=[CH:25][N:24]=[C:23]3[C:19]=2[N:20]=[CH:21][NH:22]3)[CH3:16])[CH2:4]1)=[O:31], predict the reactants needed to synthesize it. The reactants are: [NH:1]1[CH2:4][CH:3]([N:5]2[C:9]3[CH:10]=[C:11]([F:14])[CH:12]=[CH:13][C:8]=3[N:7]=[C:6]2[C@@H:15]([NH:17][C:18]2[N:26]=[CH:25][N:24]=[C:23]3[C:19]=2[N:20]=[CH:21][NH:22]3)[CH3:16])[CH2:2]1.[CH3:27][N:28]1[CH2:33]C[O:31][CH2:30][CH2:29]1.CN(C(ON1N=NC2C=CC=NC1=2)=[N+](C)C)C.F[P-](F)(F)(F)(F)F. (9) Given the product [NH2:41][C:36]1[CH:37]=[CH:38][CH:39]=[CH:40][C:35]=1[NH:42][C:31]([NH:1][C:2]1[CH:3]=[C:4]([C:8]2[CH:13]=[CH:12][CH:11]=[C:10]([S:14]([NH:17][CH:18]([C:25]3[CH:26]=[CH:27][CH:28]=[CH:29][CH:30]=3)[CH2:19][C:20]([O:22][CH2:23][CH3:24])=[O:21])(=[O:16])=[O:15])[CH:9]=2)[CH:5]=[CH:6][CH:7]=1)=[S:32], predict the reactants needed to synthesize it. The reactants are: [NH2:1][C:2]1[CH:3]=[C:4]([C:8]2[CH:13]=[CH:12][CH:11]=[C:10]([S:14]([NH:17][CH:18]([C:25]3[CH:30]=[CH:29][CH:28]=[CH:27][CH:26]=3)[CH2:19][C:20]([O:22][CH2:23][CH3:24])=[O:21])(=[O:16])=[O:15])[CH:9]=2)[CH:5]=[CH:6][CH:7]=1.[C:31](Cl)(Cl)=[S:32].[C:35]1([NH2:42])[CH:40]=[CH:39][CH:38]=[CH:37][C:36]=1[NH2:41].